From a dataset of Experimentally validated miRNA-target interactions with 360,000+ pairs, plus equal number of negative samples. Binary Classification. Given a miRNA mature sequence and a target amino acid sequence, predict their likelihood of interaction. (1) The miRNA is mmu-miR-3067-5p with sequence AGUUCUCAGGCCCGCUGUGGUGU. The protein sequence of the target gene is MHQSLTQQRSSDMSLPDSMGAFNRRKRNSIYVTVTLLIVSVLILTVGLAATTRTQNVTVGGYYPGVILGFGSFLGIIGSNLIENKRQMLVASIVFISFGVIAAFCCAIVDGVFAARHIDLKPLYANRCHYVPKTSQKEAEEVISSSTKNSPSTRVMRNLTQAAREVNCPHLSREFCTPRIRGNTCFCCDLYNCGNRVEITGGYYEYIDVSSCQDIIHLYHLLWSATILNIVGLFLGIITAAVLGGFKDMNPTLPALNCSVENTHPTVSYYAHPQVASYNTYYHSPPHLPPYSAYDFQHSG.... Result: 0 (no interaction). (2) The miRNA is hsa-miR-3613-3p with sequence ACAAAAAAAAAAGCCCAACCCUUC. The protein sequence of the target gene is MPKRKAEGDAKGDKAKVKDEPQRRSARLSAKPAPPKPEPKPKKAPAKKGEKVPKGKKGKADAGKEGNNPAENGDAKTDQAQKAEGAGDAK. Result: 0 (no interaction). (3) The miRNA is hsa-miR-652-3p with sequence AAUGGCGCCACUAGGGUUGUG. The protein sequence of the target gene is MHPPETTTKMASVRFMVTPTKIDDIPGLSDTSPDLSSRSSSRVRFSSRESVPETSRSEPMSEMSGATTSLATVALDPPSDRTSHPQDVIEDLSQNSITGEHSQLLDDGHKKARNAYLNNSNYEEGDEYFDKNLALFEEEMDTRPKVSSLLNRMANYTNLTQGAKEHEEAENITEGKKKPTKTPQMGTFMGVYLPCLQNIFGVILFLRLTWVVGTAGVLQAFAIVLICCCCTMLTAISMSAIATNGVVPAGGSYFMISRALGPEFGGAVGLCFYLGTTFAAAMYILGAIEIFLVYIVPRAA.... Result: 1 (interaction).